This data is from NCI-60 drug combinations with 297,098 pairs across 59 cell lines. The task is: Regression. Given two drug SMILES strings and cell line genomic features, predict the synergy score measuring deviation from expected non-interaction effect. Drug 1: CC=C1C(=O)NC(C(=O)OC2CC(=O)NC(C(=O)NC(CSSCCC=C2)C(=O)N1)C(C)C)C(C)C. Drug 2: CCC1(C2=C(COC1=O)C(=O)N3CC4=CC5=C(C=CC(=C5CN(C)C)O)N=C4C3=C2)O.Cl. Cell line: A549. Synergy scores: CSS=73.2, Synergy_ZIP=3.57, Synergy_Bliss=2.58, Synergy_Loewe=-4.93, Synergy_HSA=3.64.